This data is from Catalyst prediction with 721,799 reactions and 888 catalyst types from USPTO. The task is: Predict which catalyst facilitates the given reaction. (1) Reactant: Br[C:2]1[CH:10]=[CH:9][CH:8]=[C:7]2[C:3]=1[CH:4]=[C:5]([C:11]([OH:13])=[O:12])[NH:6]2.[CH2:14]([C:16]1[CH:21]=[CH:20][CH:19]=[CH:18][C:17]=1B(O)O)[CH3:15]. Product: [CH2:14]([C:16]1[CH:21]=[CH:20][CH:19]=[CH:18][C:17]=1[C:2]1[CH:10]=[CH:9][CH:8]=[C:7]2[C:3]=1[CH:4]=[C:5]([C:11]([OH:13])=[O:12])[NH:6]2)[CH3:15]. The catalyst class is: 335. (2) Reactant: [CH3:1][S:2]([C:5]1[N:6]=[C:7](S(C)(=O)=O)[C:8]2[C:13]([C:14]3[CH:19]=[CH:18][CH:17]=[CH:16][CH:15]=3)=[CH:12][O:11][C:9]=2[N:10]=1)(=[O:4])=[O:3].C(N(CC)CC)C.[NH2:31][CH2:32][C:33]1[CH:38]=[CH:37][CH:36]=[CH:35][N:34]=1.O. The catalyst class is: 41. Product: [CH3:1][S:2]([C:5]1[N:6]=[C:7]([NH:31][CH2:32][C:33]2[CH:38]=[CH:37][CH:36]=[CH:35][N:34]=2)[C:8]2[C:13]([C:14]3[CH:19]=[CH:18][CH:17]=[CH:16][CH:15]=3)=[CH:12][O:11][C:9]=2[N:10]=1)(=[O:4])=[O:3].